Predict the product of the given reaction. From a dataset of Forward reaction prediction with 1.9M reactions from USPTO patents (1976-2016). (1) The product is: [N:3]1[CH:4]=[CH:5][CH:6]=[N:1][C:2]=1[N:7]1[CH:11]=[C:10](/[CH:12]=[CH:22]/[CH:23]=[O:24])[N:9]=[CH:8]1. Given the reactants [N:1]1[CH:6]=[CH:5][CH:4]=[N:3][C:2]=1[N:7]1[CH:11]=[C:10]([CH:12]=O)[N:9]=[CH:8]1.N1(C2C=C[C:22]([CH:23]=[O:24])=CC=2)C=CC=N1, predict the reaction product. (2) Given the reactants [C:1]1([CH2:7][CH2:8][CH2:9][CH2:10][CH2:11][CH2:12][CH2:13][CH2:14][NH:15][C:16]([C:18]2[CH:19]=[C:20]([C:26]3[CH:31]=[CH:30][CH:29]=[C:28]([C:32]([F:35])([F:34])[F:33])[CH:27]=3)[C:21]([OH:25])=[C:22]([Br:24])[CH:23]=2)=[O:17])[CH:6]=[CH:5][CH:4]=[CH:3][CH:2]=1.Cl[S:37]([C:40]1[CH:48]=[CH:47][C:43]([C:44]([OH:46])=[O:45])=[C:42]([OH:49])[CH:41]=1)(=[O:39])=[O:38].[K+].[Br-], predict the reaction product. The product is: [Br:24][C:22]1[C:21]([O:25][S:37]([C:40]2[CH:48]=[CH:47][C:43]([C:44]([OH:46])=[O:45])=[C:42]([OH:49])[CH:41]=2)(=[O:39])=[O:38])=[C:20]([C:26]2[CH:31]=[CH:30][CH:29]=[C:28]([C:32]([F:35])([F:33])[F:34])[CH:27]=2)[CH:19]=[C:18]([C:16](=[O:17])[NH:15][CH2:14][CH2:13][CH2:12][CH2:11][CH2:10][CH2:9][CH2:8][CH2:7][C:1]2[CH:6]=[CH:5][CH:4]=[CH:3][CH:2]=2)[CH:23]=1. (3) Given the reactants C(N1C=CN=C1)(N1C=CN=C1)=O.[C:13]([NH:16][C:17]1[CH:25]=[CH:24][C:20]([C:21]([OH:23])=O)=[CH:19][CH:18]=1)(=[O:15])[CH3:14].[CH2:26]([O:28][C:29](=[O:34])[CH2:30]C(O)=O)[CH3:27], predict the reaction product. The product is: [C:13]([NH:16][C:17]1[CH:18]=[CH:19][C:20]([C:21](=[O:23])[CH2:30][C:29]([O:28][CH2:26][CH3:27])=[O:34])=[CH:24][CH:25]=1)(=[O:15])[CH3:14]. (4) Given the reactants C([O:3][C:4](=O)[CH2:5][C:6]1[N:7]=[C:8]([CH2:13][N:14]2[CH2:19][CH2:18][N:17]([S:20]([C:23]3[S:27][C:26]4[CH:28]=[C:29]([Cl:32])[CH:30]=[CH:31][C:25]=4[CH:24]=3)(=[O:22])=[O:21])[CH2:16][C:15]2=[O:33])[S:9][C:10]=1[CH2:11][NH2:12])C, predict the reaction product. The product is: [Cl:32][C:29]1[CH:30]=[CH:31][C:25]2[CH:24]=[C:23]([S:20]([N:17]3[CH2:18][CH2:19][N:14]([CH2:13][C:8]4[S:9][C:10]5[CH2:11][NH:12][C:4](=[O:3])[CH2:5][C:6]=5[N:7]=4)[C:15](=[O:33])[CH2:16]3)(=[O:22])=[O:21])[S:27][C:26]=2[CH:28]=1. (5) Given the reactants FC(F)(F)C1N=CC([OH:9])=CC=1.C(C1C=CC(CBr)=CC=1)#N.[OH:22][CH2:23][C:24]1[CH:31]=[CH:30][C:27]([C:28]#N)=[CH:26][CH:25]=1.F[C:33]1[CH:38]=[CH:37][C:36]([C:39]([F:42])([F:41])[F:40])=[CH:35][N:34]=1, predict the reaction product. The product is: [F:40][C:39]([F:42])([F:41])[C:36]1[CH:37]=[CH:38][C:33]([O:22][CH2:23][C:24]2[CH:31]=[CH:30][C:27]([CH:28]=[O:9])=[CH:26][CH:25]=2)=[N:34][CH:35]=1. (6) Given the reactants Br[C:2]1[S:10][C:9]2[C:8]([C:11]#[N:12])=[CH:7][N:6]=[C:5]([NH:13][C@H:14]3[CH2:19][CH2:18][CH2:17][N:16]([CH3:20])[CH2:15]3)[C:4]=2[CH:3]=1.C(=O)([O-])[O-].[Cs+].[Cs+].[C:27]1(B(O)O)[CH:32]=[CH:31][CH:30]=[CH:29][CH:28]=1, predict the reaction product. The product is: [CH3:20][N:16]1[CH2:17][CH2:18][CH2:19][C@H:14]([NH:13][C:5]2[C:4]3[CH:3]=[C:2]([C:27]4[CH:32]=[CH:31][CH:30]=[CH:29][CH:28]=4)[S:10][C:9]=3[C:8]([C:11]#[N:12])=[CH:7][N:6]=2)[CH2:15]1.